This data is from Reaction yield outcomes from USPTO patents with 853,638 reactions. The task is: Predict the reaction yield, written as a fraction of the theoretical maximum amount of product (1.0 means a 100% yield; for example, 0.34 means a 34% yield). (1) The reactants are [F:1][C:2]1[C:10]([F:11])=[CH:9][CH:8]=[C:7]([O:12][CH2:13][C:14]([CH3:16])=[CH2:15])[C:3]=1[C:4]([OH:6])=[O:5].Cl[CH2:18][C:19]([CH3:21])=[CH2:20].C(=O)([O-])[O-].[K+].[K+]. The catalyst is CN(C=O)C. The product is [F:1][C:2]1[C:10]([F:11])=[CH:9][CH:8]=[C:7]([O:12][CH2:13][C:14]([CH3:16])=[CH2:15])[C:3]=1[C:4]([O:6][CH2:20][C:19]([CH3:21])=[CH2:18])=[O:5]. The yield is 0.870. (2) The reactants are [H-].[Na+].[C:3]([C:5]1[CH:6]=[C:7]2[C:11](=[CH:12][CH:13]=1)[NH:10][C:9](=[O:14])[CH2:8]2)#[N:4].[Cl:15][C:16]1[CH:30]=[CH:29][C:19]([C:20]([N:22]([CH2:24][CH2:25][N:26]([CH3:28])[CH3:27])[CH3:23])=[O:21])=[CH:18][N:17]=1. The catalyst is CN(C)C=O. The yield is 0.0460. The product is [ClH:15].[C:3]([C:5]1[CH:6]=[C:7]2[C:11](=[CH:12][CH:13]=1)[NH:10][C:9]([OH:14])=[C:8]2[C:16]1[CH:30]=[CH:29][C:19]([C:20]([N:22]([CH2:24][CH2:25][N:26]([CH3:27])[CH3:28])[CH3:23])=[O:21])=[CH:18][N:17]=1)#[N:4]. (3) The yield is 0.810. The product is [C:19]([S:21][CH:11]1[CH2:10][CH2:9][N:8]([C:6]([O:5][C:1]([CH3:2])([CH3:3])[CH3:4])=[O:7])[CH2:13][CH2:12]1)(=[O:22])[CH3:20]. The reactants are [C:1]([O:5][C:6]([N:8]1[CH2:13][CH2:12][CH:11](OS(C)(=O)=O)[CH2:10][CH2:9]1)=[O:7])([CH3:4])([CH3:3])[CH3:2].[C:19]([O-:22])(=[S:21])[CH3:20].[K+]. The catalyst is CN(C)C=O.C(OCC)(=O)C. (4) The reactants are C[C:2]1[CH:10]=[C:9]([NH:11][C:12](=[O:36])[NH:13][C:14]2[CH:19]=[CH:18][C:17]([C:20]3[N:25]=[C:24]([O:26][CH:27]([CH3:29])[CH3:28])[N:23]=[C:22]([N:30]4[CH2:35][CH2:34][O:33][CH2:32][CH2:31]4)[N:21]=3)=[CH:16][CH:15]=2)[CH:8]=[CH:7][C:3]=1[C:4]([OH:6])=O.[CH3:37][N:38]1[CH2:43][CH2:42][NH:41][CH2:40][CH2:39]1. No catalyst specified. The product is [CH:27]([O:26][C:24]1[N:23]=[C:22]([N:30]2[CH2:31][CH2:32][O:33][CH2:34][CH2:35]2)[N:21]=[C:20]([C:17]2[CH:16]=[CH:15][C:14]([NH:13][C:12]([NH:11][C:9]3[CH:8]=[CH:7][C:3]([C:4]([N:41]4[CH2:42][CH2:43][N:38]([CH3:37])[CH2:39][CH2:40]4)=[O:6])=[CH:2][CH:10]=3)=[O:36])=[CH:19][CH:18]=2)[N:25]=1)([CH3:28])[CH3:29]. The yield is 0.440. (5) The reactants are [F:1][C:2]([F:35])([F:34])[C:3]1[CH:4]=[C:5]([NH:13][C:14]2[C:23]3[C:18](=[CH:19][CH:20]=[CH:21][CH:22]=3)[C:17]([C:24]3[CH:29]=[CH:28][C:27]([C:30](=O)[CH3:31])=[C:26](F)[CH:25]=3)=[N:16][N:15]=2)[CH:6]=[C:7]([C:9]([F:12])([F:11])[F:10])[CH:8]=1.O.[NH2:37][NH2:38]. The catalyst is O1CCOCC1. The product is [F:12][C:9]([F:11])([F:10])[C:7]1[CH:6]=[C:5]([NH:13][C:14]2[C:23]3[C:18](=[CH:19][CH:20]=[CH:21][CH:22]=3)[C:17]([C:24]3[CH:25]=[C:26]4[C:27]([C:30]([CH3:31])=[N:37][NH:38]4)=[CH:28][CH:29]=3)=[N:16][N:15]=2)[CH:4]=[C:3]([C:2]([F:34])([F:35])[F:1])[CH:8]=1. The yield is 0.250. (6) The reactants are [CH2:1]([O:5][C:6]1[CH:11]=[CH:10][C:9]([I:12])=[CH:8][C:7]=1[N+:13]([O-])=O)[CH2:2][C:3]#[CH:4]. The catalyst is C(O)C.C(O)(=O)C.C(OCC)(=O)C.[Fe].O.O.O.O.O.O.[Fe](Cl)(Cl)Cl. The product is [CH2:1]([O:5][C:6]1[CH:11]=[CH:10][C:9]([I:12])=[CH:8][C:7]=1[NH2:13])[CH2:2][C:3]#[CH:4]. The yield is 0.870. (7) The reactants are [F:1][C:2]([F:20])([F:19])[C:3]1[CH:4]=[C:5]([S:9]([CH:12]2[CH2:17][CH2:16][C:15](=[O:18])[CH2:14][CH2:13]2)(=[O:11])=[O:10])[CH:6]=[CH:7][CH:8]=1.[BH4-].[Na+]. The catalyst is CO. The product is [F:20][C:2]([F:1])([F:19])[C:3]1[CH:4]=[C:5]([S:9]([CH:12]2[CH2:13][CH2:14][CH:15]([OH:18])[CH2:16][CH2:17]2)(=[O:11])=[O:10])[CH:6]=[CH:7][CH:8]=1. The yield is 0.990. (8) The reactants are Br[C:2]1[CH:3]=[C:4]([F:27])[C:5]2[O:9][CH:8]([C:10]3([OH:25])[CH2:15][CH2:14][N:13]([C:16]4[N:21]=[CH:20][C:19]([CH2:22][CH2:23][CH3:24])=[CH:18][N:17]=4)[CH2:12][CH2:11]3)[CH2:7][C:6]=2[CH:26]=1.CC1(C)C(C)(C)OB([C:36]2[CH2:41][CH2:40][N:39]([C:42]([O:44][C:45]([CH3:48])([CH3:47])[CH3:46])=[O:43])[CH2:38][CH:37]=2)O1.C([O-])([O-])=O.[K+].[K+]. The catalyst is O1CCOCC1.O.CCOC(C)=O.CCOCC.C1C=CC([P]([Pd]([P](C2C=CC=CC=2)(C2C=CC=CC=2)C2C=CC=CC=2)([P](C2C=CC=CC=2)(C2C=CC=CC=2)C2C=CC=CC=2)[P](C2C=CC=CC=2)(C2C=CC=CC=2)C2C=CC=CC=2)(C2C=CC=CC=2)C2C=CC=CC=2)=CC=1. The product is [F:27][C:4]1[C:5]2[O:9][CH:8]([C:10]3([OH:25])[CH2:11][CH2:12][N:13]([C:16]4[N:21]=[CH:20][C:19]([CH2:22][CH2:23][CH3:24])=[CH:18][N:17]=4)[CH2:14][CH2:15]3)[CH2:7][C:6]=2[CH:26]=[C:2]([C:36]2[CH2:41][CH2:40][N:39]([C:42]([O:44][C:45]([CH3:48])([CH3:47])[CH3:46])=[O:43])[CH2:38][CH:37]=2)[CH:3]=1. The yield is 0.970. (9) The reactants are [CH3:1][O:2][CH2:3][C@H:4]([CH3:40])[O:5][C:6]1[CH:7]=[C:8]([C:23]2[N:24](C(OC(C)(C)C)=O)[C:25]([C:28]3[S:29][CH:30]=[CH:31][N:32]=3)=[CH:26][CH:27]=2)[CH:9]=[C:10]([O:12][C:13]2[CH:18]=[CH:17][C:16]([S:19]([CH3:22])(=[O:21])=[O:20])=[CH:15][CH:14]=2)[CH:11]=1.FC(F)(F)C(O)=O. The catalyst is ClCCl. The product is [CH3:1][O:2][CH2:3][C@H:4]([CH3:40])[O:5][C:6]1[CH:7]=[C:8]([C:23]2[NH:24][C:25]([C:28]3[S:29][CH:30]=[CH:31][N:32]=3)=[CH:26][CH:27]=2)[CH:9]=[C:10]([O:12][C:13]2[CH:18]=[CH:17][C:16]([S:19]([CH3:22])(=[O:20])=[O:21])=[CH:15][CH:14]=2)[CH:11]=1. The yield is 0.880.